This data is from CYP3A4 inhibition data for predicting drug metabolism from PubChem BioAssay. The task is: Regression/Classification. Given a drug SMILES string, predict its absorption, distribution, metabolism, or excretion properties. Task type varies by dataset: regression for continuous measurements (e.g., permeability, clearance, half-life) or binary classification for categorical outcomes (e.g., BBB penetration, CYP inhibition). Dataset: cyp3a4_veith. (1) The molecule is CN(NC(=O)NN)c1ncc(C(F)(F)F)cc1Cl. The result is 1 (inhibitor). (2) The drug is Cc1ccc(S(=O)(=O)O)cc1.NCOC(=O)Cc1ccc(Br)cc1. The result is 0 (non-inhibitor). (3) The molecule is O=c1[nH][nH]c(C(F)(F)F)c1C=Nc1ccccc1. The result is 0 (non-inhibitor). (4) The drug is CCCCOc1ccc(OC(=O)c2cccnc2)cc1. The result is 0 (non-inhibitor). (5) The compound is CC[C@H]1NC(=O)c2cc(S(N)(=O)=O)c(Cl)cc2N1. The result is 0 (non-inhibitor). (6) The compound is Cc1noc(C)c1-c1nccc(-n2ccnc2)n1. The result is 1 (inhibitor). (7) The molecule is COc1cccc(Nc2ncc3nc(C)c(=O)n(C[C@H]4CCCO4)c3n2)c1. The result is 1 (inhibitor). (8) The molecule is O=S(=O)(NCCNS(=O)(=O)c1cccs1)c1cccs1. The result is 0 (non-inhibitor). (9) The molecule is CCCc1cc2c(n1Cc1cc(F)cc(F)c1)C(C)C1CN(C(=O)c3ccccc3)C(C)(C(=O)OC)C21. The result is 1 (inhibitor).